From a dataset of Reaction yield outcomes from USPTO patents with 853,638 reactions. Predict the reaction yield, written as a fraction of the theoretical maximum amount of product (1.0 means a 100% yield; for example, 0.34 means a 34% yield). (1) The yield is 0.720. The product is [CH3:1][CH:2]1[CH:7]=[C:6]([CH3:8])[CH2:5][CH2:4][C:3]1([CH:9]([OH:10])[CH:15]([CH3:17])[CH3:16])[C:11]([CH3:13])=[CH2:12]. No catalyst specified. The reactants are [CH3:1][CH:2]1[CH:7]=[C:6]([CH3:8])[CH2:5][CH2:4][C:3]1([C:11]([CH3:13])=[CH2:12])[CH:9]=[O:10].Br[CH:15]([CH3:17])[CH3:16]. (2) The reactants are C([O:3][CH:4](OCC)[C:5]1[N:10]=[C:9]([S:11][CH2:12][C:13]2[CH:18]=[CH:17][CH:16]=[CH:15][CH:14]=2)[N:8]=[C:7]([NH:19][C:20]2[S:21][C:22]3[C:27]([N:28]=2)=[CH:26][CH:25]=[CH:24][N:23]=3)[CH:6]=1)C.Cl. The catalyst is O1CCCC1. The product is [C:13]1([CH2:12][S:11][C:9]2[N:10]=[C:5]([CH:4]=[O:3])[CH:6]=[C:7]([NH:19][C:20]3[S:21][C:22]4[C:27]([N:28]=3)=[CH:26][CH:25]=[CH:24][N:23]=4)[N:8]=2)[CH:14]=[CH:15][CH:16]=[CH:17][CH:18]=1. The yield is 0.723. (3) The product is [CH2:14]([N:5]1[C:6]2[C:11](=[CH:10][CH:9]=[C:8]([O:12][CH3:13])[CH:7]=2)[C:3]([C:1]#[N:2])=[C:4]1[C:16]1[CH:17]=[CH:18][C:19]([O:20][CH2:21][C:22]([N:37]2[CH2:38][CH2:31][CH:30]([OH:34])[CH2:36]2)=[O:23])=[CH:25][CH:26]=1)[CH3:15]. No catalyst specified. The reactants are [C:1]([C:3]1[C:11]2[C:6](=[CH:7][C:8]([O:12][CH3:13])=[CH:9][CH:10]=2)[N:5]([CH2:14][CH3:15])[C:4]=1[C:16]1[CH:26]=[CH:25][C:19]([O:20][CH2:21][C:22](O)=[O:23])=[CH:18][CH:17]=1)#[N:2].C(Cl)Cl.[C:30](Cl)(=[O:34])[C:31](Cl)=O.[CH3:36][N:37](C=O)[CH3:38]. The yield is 0.790.